Dataset: Forward reaction prediction with 1.9M reactions from USPTO patents (1976-2016). Task: Predict the product of the given reaction. (1) Given the reactants [CH:1]1([C:4]2[CH:5]=[N:6][C:7]([NH:14][C:15]3[CH:16]=[C:17]4[C:21](=[C:22]([CH2:24][CH2:25][CH2:26][O:27][CH2:28][CH3:29])[CH:23]=3)[N:20]([CH3:30])[CH:19]=[CH:18]4)=[C:8]([CH:13]=2)[C:9]([O:11]C)=[O:10])[CH2:3][CH2:2]1.[OH-].[Na+].Cl, predict the reaction product. The product is: [CH:1]1([C:4]2[CH:5]=[N:6][C:7]([NH:14][C:15]3[CH:16]=[C:17]4[C:21](=[C:22]([CH2:24][CH2:25][CH2:26][O:27][CH2:28][CH3:29])[CH:23]=3)[N:20]([CH3:30])[CH:19]=[CH:18]4)=[C:8]([CH:13]=2)[C:9]([OH:11])=[O:10])[CH2:2][CH2:3]1. (2) Given the reactants [NH:1]1[CH:5]=[N:4][CH:3]=[N:2]1.CC(C)([O-])C.[K+].C1OCCOCCOCCOCCOCCOC1.[NH2:30][C:31]1[C:36]([F:37])=[CH:35][N:34]([CH2:38][CH2:39][CH2:40][CH2:41]I)[C:33](=[O:43])[N:32]=1, predict the reaction product. The product is: [NH2:30][C:31]1[C:36]([F:37])=[CH:35][N:34]([CH2:38][CH2:39][CH2:40][CH2:41][N:1]2[CH:5]=[N:4][CH:3]=[N:2]2)[C:33](=[O:43])[N:32]=1. (3) Given the reactants [CH2:1]([C:8]1[CH:13]=[CH:12][CH:11]=[CH:10][C:9]=1[C:14]1[CH:15]=[C:16]2[C:21](=[C:22]([O:24]COCC[Si](C)(C)C)[CH:23]=1)[N:20]=[CH:19][N:18](COCC[Si](C)(C)C)[C:17]2=[O:41])[C:2]1[CH:7]=[CH:6][CH:5]=[CH:4][CH:3]=1.O, predict the reaction product. The product is: [CH2:1]([C:8]1[CH:13]=[CH:12][CH:11]=[CH:10][C:9]=1[C:14]1[CH:15]=[C:16]2[C:21](=[C:22]([OH:24])[CH:23]=1)[N:20]=[CH:19][NH:18][C:17]2=[O:41])[C:2]1[CH:3]=[CH:4][CH:5]=[CH:6][CH:7]=1. (4) Given the reactants [NH2:1][C:2]1[CH:3]=[C:4]([C:8]#[C:9][C:10]2[CH:15]=[C:14]([NH:16][C:17](=[O:23])[O:18][C:19]([CH3:22])([CH3:21])[CH3:20])[CH:13]=[CH:12][N:11]=2)[CH:5]=[CH:6][CH:7]=1, predict the reaction product. The product is: [NH2:1][C:2]1[CH:3]=[C:4]([CH2:8][CH2:9][C:10]2[CH:15]=[C:14]([NH:16][C:17](=[O:23])[O:18][C:19]([CH3:21])([CH3:20])[CH3:22])[CH:13]=[CH:12][N:11]=2)[CH:5]=[CH:6][CH:7]=1. (5) Given the reactants [CH3:1][O:2][C:3](=[O:24])[CH2:4][CH2:5][CH2:6][O:7][C:8]1[C:16]2[O:15][C:14]([NH:17][CH:18]3[CH2:23][CH2:22][NH:21][CH2:20][CH2:19]3)=[N:13][C:12]=2[CH:11]=[CH:10][CH:9]=1.[CH2:25]([O:27][C:28]1[CH:29]=[C:30]([CH:33]=[C:34]([O:41][CH2:42][CH3:43])[C:35]=1[N:36]1[CH:40]=[CH:39][CH:38]=[CH:37]1)[CH:31]=O)[CH3:26].C([BH3-])#N.[Na+].C(N(C(C)C)C(C)C)C, predict the reaction product. The product is: [CH3:1][O:2][C:3](=[O:24])[CH2:4][CH2:5][CH2:6][O:7][C:8]1[C:16]2[O:15][C:14]([NH:17][CH:18]3[CH2:19][CH2:20][N:21]([CH2:31][C:30]4[CH:33]=[C:34]([O:41][CH2:42][CH3:43])[C:35]([N:36]5[CH:40]=[CH:39][CH:38]=[CH:37]5)=[C:28]([O:27][CH2:25][CH3:26])[CH:29]=4)[CH2:22][CH2:23]3)=[N:13][C:12]=2[CH:11]=[CH:10][CH:9]=1. (6) Given the reactants [CH3:1][C:2]1[C:3]([C:19]([O:21][CH2:22][CH3:23])=[O:20])=[C:4]2[CH:9]=[CH:8][CH:7]=[N:6][N:5]2[C:10]=1[CH:11]([CH:13]1[CH2:18][CH2:17][NH:16][CH2:15][CH2:14]1)[CH3:12].[F:24][C:25]([CH3:30])([CH3:29])[C:26](O)=[O:27].CN(C(ON1N=NC2C=CC=NC1=2)=[N+](C)C)C.F[P-](F)(F)(F)(F)F.C(N(CC)CC)C, predict the reaction product. The product is: [F:24][C:25]([CH3:30])([CH3:29])[C:26]([N:16]1[CH2:17][CH2:18][CH:13]([CH:11]([C:10]2[N:5]3[N:6]=[CH:7][CH:8]=[CH:9][C:4]3=[C:3]([C:19]([O:21][CH2:22][CH3:23])=[O:20])[C:2]=2[CH3:1])[CH3:12])[CH2:14][CH2:15]1)=[O:27]. (7) Given the reactants C([O:3][C:4](=[O:40])[CH2:5][CH:6]([C:14]1[CH:19]=[CH:18][C:17]([O:20][CH2:21][C:22]2[CH:27]=[CH:26][C:25]([C:28]3[CH:33]=[C:32]([CH3:34])[CH:31]=[CH:30][C:29]=3[O:35][CH2:36][CH2:37][CH2:38][CH3:39])=[CH:24][CH:23]=2)=[CH:16][CH:15]=1)[C:7]1[CH:12]=[CH:11][C:10]([F:13])=[CH:9][CH:8]=1)C.[OH-].[Na+], predict the reaction product. The product is: [CH2:36]([O:35][C:29]1[CH:30]=[CH:31][C:32]([CH3:34])=[CH:33][C:28]=1[C:25]1[CH:26]=[CH:27][C:22]([CH2:21][O:20][C:17]2[CH:18]=[CH:19][C:14]([CH:6]([C:7]3[CH:12]=[CH:11][C:10]([F:13])=[CH:9][CH:8]=3)[CH2:5][C:4]([OH:40])=[O:3])=[CH:15][CH:16]=2)=[CH:23][CH:24]=1)[CH2:37][CH2:38][CH3:39].